The task is: Regression/Classification. Given a drug SMILES string, predict its absorption, distribution, metabolism, or excretion properties. Task type varies by dataset: regression for continuous measurements (e.g., permeability, clearance, half-life) or binary classification for categorical outcomes (e.g., BBB penetration, CYP inhibition). For this dataset (caco2_wang), we predict Y.. This data is from Caco-2 cell permeability data measuring drug intestinal absorption for ~900 compounds. (1) The molecule is CO[C@H]1C[C@H](O[C@H]2CC[C@]3(C=O)[C@H]4CC[C@]5(C)[C@@H](C6=CC(=O)OC6)CC[C@]5(O)[C@@H]4CC[C@]3(O)C2)O[C@H](C)[C@H]1O. The Y is -5.70 log Papp (cm/s). (2) The compound is CN1[C@H]2CC[C@@H]1CC(OC(=O)C(CO)c1ccccc1)C2. The Y is -4.70 log Papp (cm/s). (3) The compound is NCCCCN. The Y is -4.52 log Papp (cm/s). (4) The compound is O=C(CCCN1CCC(=C(c2ccc(F)cc2)c2ccc(F)cc2)CC1)N1CCCC1. The Y is -5.06 log Papp (cm/s).